This data is from Peptide-MHC class II binding affinity with 134,281 pairs from IEDB. The task is: Regression. Given a peptide amino acid sequence and an MHC pseudo amino acid sequence, predict their binding affinity value. This is MHC class II binding data. The peptide sequence is PASWKNNRIWLQFAK. The MHC is DRB1_1302 with pseudo-sequence DRB1_1302. The binding affinity (normalized) is 0.461.